This data is from Forward reaction prediction with 1.9M reactions from USPTO patents (1976-2016). The task is: Predict the product of the given reaction. (1) Given the reactants [F:1][C:2]1[N:7]=[C:6]([C:8]2[N:28]=[C:11]3[CH:12]=[C:13]([NH:16][C:17]([C:19]4[N:23]([CH3:24])[N:22]=[CH:21][C:20]=4[C:25](O)=[O:26])=[O:18])[CH:14]=[CH:15][N:10]3[N:9]=2)[CH:5]=[CH:4][CH:3]=1.[NH:29]1[CH2:32][CH2:31][CH2:30]1, predict the reaction product. The product is: [F:1][C:2]1[N:7]=[C:6]([C:8]2[N:28]=[C:11]3[CH:12]=[C:13]([NH:16][C:17]([C:19]4[N:23]([CH3:24])[N:22]=[CH:21][C:20]=4[C:25]([N:29]4[CH2:32][CH2:31][CH2:30]4)=[O:26])=[O:18])[CH:14]=[CH:15][N:10]3[N:9]=2)[CH:5]=[CH:4][CH:3]=1. (2) Given the reactants [O:1]1[C:6]2[CH:7]=[CH:8][CH:9]=[CH:10][C:5]=2[N:4]([CH2:11][CH2:12][O:13][C:14]2[CH:19]=[CH:18][C:17]([CH2:20][CH:21]([OH:27])[C:22]([O:24][CH2:25][CH3:26])=[O:23])=[CH:16][CH:15]=2)[CH2:3][CH2:2]1.[H-].[Na+].[CH2:30](Br)[C:31]1[CH:36]=[CH:35][CH:34]=[CH:33][CH:32]=1.O, predict the reaction product. The product is: [O:1]1[C:6]2[CH:7]=[CH:8][CH:9]=[CH:10][C:5]=2[N:4]([CH2:11][CH2:12][O:13][C:14]2[CH:15]=[CH:16][C:17]([CH2:20][CH:21]([O:27][CH2:30][C:31]3[CH:36]=[CH:35][CH:34]=[CH:33][CH:32]=3)[C:22]([O:24][CH2:25][CH3:26])=[O:23])=[CH:18][CH:19]=2)[CH2:3][CH2:2]1. (3) Given the reactants [F:1][C@H:2]1[C@@H:7]([OH:8])[CH2:6][CH2:5][N:4]([C:9]2[N:14]=[C:13]([NH:15][C:16]3[N:21]=[CH:20][C:19]4[N:22]=[C:23]([C@H:31]([O:33]C5CCCCO5)[CH3:32])[N:24]([C@@H:25]([CH3:30])[C:26]([F:29])([F:28])[F:27])[C:18]=4[CH:17]=3)[CH:12]=[CH:11][N:10]=2)[CH2:3]1, predict the reaction product. The product is: [F:1][C@H:2]1[C@@H:7]([OH:8])[CH2:6][CH2:5][N:4]([C:9]2[N:14]=[C:13]([NH:15][C:16]3[N:21]=[CH:20][C:19]4[N:22]=[C:23]([C@H:31]([OH:33])[CH3:32])[N:24]([C@@H:25]([CH3:30])[C:26]([F:29])([F:28])[F:27])[C:18]=4[CH:17]=3)[CH:12]=[CH:11][N:10]=2)[CH2:3]1. (4) Given the reactants C[O:2][C:3]([C:5]1[S:6][C:7]([C:38]#[C:39][C:40]([CH3:43])([CH3:42])[CH3:41])=[CH:8][C:9]=1[N:10]([C:28](=[O:37])[C:29]1[CH:34]=[CH:33][C:32]([CH3:35])=[CH:31][C:30]=1[Cl:36])[C@H:11]1[CH2:16][CH2:15][C@H:14]([O:17]C(=O)C2C=CC(C)=CC=2Cl)[CH2:13][CH2:12]1)=[O:4].C1COCC1.[OH-].[Li+].Cl, predict the reaction product. The product is: [Cl:36][C:30]1[CH:31]=[C:32]([CH3:35])[CH:33]=[CH:34][C:29]=1[C:28]([N:10]([C@H:11]1[CH2:12][CH2:13][C@H:14]([OH:17])[CH2:15][CH2:16]1)[C:9]1[CH:8]=[C:7]([C:38]#[C:39][C:40]([CH3:41])([CH3:42])[CH3:43])[S:6][C:5]=1[C:3]([OH:4])=[O:2])=[O:37]. (5) Given the reactants C(OC([N:8]1[CH2:12][CH2:11][C@H:10]([O:13][C:14]2[CH:15]=[CH:16][C:17]3[O:22][CH2:21][CH2:20][N:19]([C:23]4[CH:24]=[N:25][C:26]([S:30]([CH3:33])(=[O:32])=[O:31])=[C:27]([CH3:29])[CH:28]=4)[C:18]=3[CH:34]=2)[CH2:9]1)=O)(C)(C)C.C(O)(C(F)(F)F)=O.C([O-])([O-])=O.[Na+].[Na+], predict the reaction product. The product is: [CH3:33][S:30]([C:26]1[N:25]=[CH:24][C:23]([N:19]2[C:18]3[CH:34]=[C:14]([O:13][C@H:10]4[CH2:11][CH2:12][NH:8][CH2:9]4)[CH:15]=[CH:16][C:17]=3[O:22][CH2:21][CH2:20]2)=[CH:28][C:27]=1[CH3:29])(=[O:32])=[O:31]. (6) Given the reactants [C:1]1([S:7]([C:10]2[CH:11]=[C:12]3[C:17](=[CH:18][CH:19]=2)[CH:16]([CH2:20][C:21]([OH:23])=O)[CH2:15][CH2:14][CH2:13]3)(=[O:9])=[O:8])[CH:6]=[CH:5][CH:4]=[CH:3][CH:2]=1.C(C1NC=CN=1)(C1NC=CN=1)=O.S(O)(O)(=O)=O.[NH2:41][C:42]([NH2:44])=[NH:43].C(N(C(C)C)CC)(C)C, predict the reaction product. The product is: [C:1]1([S:7]([C:10]2[CH:11]=[C:12]3[C:17](=[CH:18][CH:19]=2)[CH:16]([CH2:20][C:21]([NH:43][C:42]([NH2:44])=[NH:41])=[O:23])[CH2:15][CH2:14][CH2:13]3)(=[O:9])=[O:8])[CH:6]=[CH:5][CH:4]=[CH:3][CH:2]=1. (7) Given the reactants C(OC(=O)[N:7]=[C:8]([NH:21][C:22]([N:24]1[CH2:29][CH2:28][N:27]([CH2:30][C:31]2[CH:36]=[CH:35][CH:34]=[CH:33][C:32]=2[O:37][CH3:38])[CH2:26][CH2:25]1)=[O:23])[NH:9][CH2:10][C:11]1[C:20]2[C:15](=[CH:16][CH:17]=[CH:18][CH:19]=2)[CH:14]=[CH:13][CH:12]=1)(C)(C)C.C(O)(C(F)(F)F)=O.C(Cl)Cl, predict the reaction product. The product is: [CH3:38][O:37][C:32]1[CH:33]=[CH:34][CH:35]=[CH:36][C:31]=1[CH2:30][N:27]1[CH2:28][CH2:29][N:24]([C:22]([NH:21][C:8]([NH:9][CH2:10][C:11]2[C:20]3[C:15](=[CH:16][CH:17]=[CH:18][CH:19]=3)[CH:14]=[CH:13][CH:12]=2)=[NH:7])=[O:23])[CH2:25][CH2:26]1.